From a dataset of NCI-60 drug combinations with 297,098 pairs across 59 cell lines. Regression. Given two drug SMILES strings and cell line genomic features, predict the synergy score measuring deviation from expected non-interaction effect. (1) Drug 1: C1=NC2=C(N1)C(=S)N=C(N2)N. Drug 2: C1CCC(C(C1)N)N.C(=O)(C(=O)[O-])[O-].[Pt+4]. Cell line: SF-295. Synergy scores: CSS=33.9, Synergy_ZIP=-4.25, Synergy_Bliss=-4.35, Synergy_Loewe=-0.900, Synergy_HSA=-0.0316. (2) Drug 1: CCC1(CC2CC(C3=C(CCN(C2)C1)C4=CC=CC=C4N3)(C5=C(C=C6C(=C5)C78CCN9C7C(C=CC9)(C(C(C8N6C)(C(=O)OC)O)OC(=O)C)CC)OC)C(=O)OC)O. Synergy scores: CSS=53.2, Synergy_ZIP=0.137, Synergy_Bliss=-0.812, Synergy_Loewe=2.45, Synergy_HSA=3.67. Drug 2: CCN(CC)CCNC(=O)C1=C(NC(=C1C)C=C2C3=C(C=CC(=C3)F)NC2=O)C. Cell line: NCI-H460. (3) Cell line: RPMI-8226. Drug 2: N.N.Cl[Pt+2]Cl. Drug 1: C1=CC(=CC=C1C#N)C(C2=CC=C(C=C2)C#N)N3C=NC=N3. Synergy scores: CSS=49.8, Synergy_ZIP=0.424, Synergy_Bliss=-1.88, Synergy_Loewe=-3.70, Synergy_HSA=-2.96. (4) Drug 1: CS(=O)(=O)C1=CC(=C(C=C1)C(=O)NC2=CC(=C(C=C2)Cl)C3=CC=CC=N3)Cl. Drug 2: CC1CCCC2(C(O2)CC(NC(=O)CC(C(C(=O)C(C1O)C)(C)C)O)C(=CC3=CSC(=N3)C)C)C. Cell line: DU-145. Synergy scores: CSS=-2.92, Synergy_ZIP=0.362, Synergy_Bliss=-2.65, Synergy_Loewe=-7.16, Synergy_HSA=-6.09. (5) Drug 1: CN1C2=C(C=C(C=C2)N(CCCl)CCCl)N=C1CCCC(=O)O.Cl. Drug 2: C1=NC2=C(N1)C(=S)N=CN2. Cell line: SK-MEL-28. Synergy scores: CSS=7.00, Synergy_ZIP=-3.54, Synergy_Bliss=-1.86, Synergy_Loewe=-25.8, Synergy_HSA=-2.31. (6) Drug 1: CC(CN1CC(=O)NC(=O)C1)N2CC(=O)NC(=O)C2. Drug 2: CN1C2=C(C=C(C=C2)N(CCCl)CCCl)N=C1CCCC(=O)O.Cl. Cell line: UACC62. Synergy scores: CSS=13.6, Synergy_ZIP=-5.20, Synergy_Bliss=-1.72, Synergy_Loewe=-1.81, Synergy_HSA=-0.505. (7) Drug 1: CC=C1C(=O)NC(C(=O)OC2CC(=O)NC(C(=O)NC(CSSCCC=C2)C(=O)N1)C(C)C)C(C)C. Drug 2: C1CN1C2=NC(=NC(=N2)N3CC3)N4CC4. Cell line: SW-620. Synergy scores: CSS=38.7, Synergy_ZIP=-4.55, Synergy_Bliss=4.11, Synergy_Loewe=4.35, Synergy_HSA=5.95. (8) Drug 1: CC1=C(C=C(C=C1)NC(=O)C2=CC=C(C=C2)CN3CCN(CC3)C)NC4=NC=CC(=N4)C5=CN=CC=C5. Drug 2: C1=NC2=C(N1)C(=S)N=CN2. Cell line: NCI-H522. Synergy scores: CSS=46.5, Synergy_ZIP=-0.900, Synergy_Bliss=-1.52, Synergy_Loewe=-1.23, Synergy_HSA=1.22. (9) Cell line: NCIH23. Synergy scores: CSS=-6.50, Synergy_ZIP=3.94, Synergy_Bliss=-0.895, Synergy_Loewe=-17.9, Synergy_HSA=-11.1. Drug 1: CCCCCOC(=O)NC1=NC(=O)N(C=C1F)C2C(C(C(O2)C)O)O. Drug 2: C1C(C(OC1N2C=NC(=NC2=O)N)CO)O. (10) Synergy scores: CSS=15.8, Synergy_ZIP=-6.31, Synergy_Bliss=-2.07, Synergy_Loewe=-3.75, Synergy_HSA=-3.63. Cell line: HCT116. Drug 2: CC12CCC3C(C1CCC2O)C(CC4=C3C=CC(=C4)O)CCCCCCCCCS(=O)CCCC(C(F)(F)F)(F)F. Drug 1: C1C(C(OC1N2C=C(C(=O)NC2=O)F)CO)O.